From a dataset of Acute oral toxicity (LD50) regression data from Zhu et al.. Regression/Classification. Given a drug SMILES string, predict its toxicity properties. Task type varies by dataset: regression for continuous values (e.g., LD50, hERG inhibition percentage) or binary classification for toxic/non-toxic outcomes (e.g., AMES mutagenicity, cardiotoxicity, hepatotoxicity). Dataset: ld50_zhu. (1) The drug is CC1OC1(C)C. The rat oral LD50 is 1.51, given as -log10 of the dose in mol/kg body weight (higher means more acutely toxic). (2) The compound is N#CC=CCCC#N. The rat oral LD50 is 2.45, given as -log10 of the dose in mol/kg body weight (higher means more acutely toxic). (3) The compound is CCCCCCCCCCOC(=O)c1ccccc1C(=O)OCCCC. The rat oral LD50 is 1.24, given as -log10 of the dose in mol/kg body weight (higher means more acutely toxic).